From a dataset of Forward reaction prediction with 1.9M reactions from USPTO patents (1976-2016). Predict the product of the given reaction. Given the reactants Br[C:2]1[CH:3]=[C:4]([CH:16]=[O:17])[S:5][C:6]=1[S:7]([C:10]1[CH:11]=[N:12][CH:13]=[CH:14][CH:15]=1)(=[O:9])=[O:8].[Br:18][C:19]1[CH:24]=[CH:23][CH:22]=[CH:21][C:20]=1B(O)O.C(=O)([O-])[O-].[Na+].[Na+].COCCOC, predict the reaction product. The product is: [Br:18][C:19]1[CH:24]=[CH:23][CH:22]=[CH:21][C:20]=1[C:2]1[CH:3]=[C:4]([CH:16]=[O:17])[S:5][C:6]=1[S:7]([C:10]1[CH:11]=[N:12][CH:13]=[CH:14][CH:15]=1)(=[O:9])=[O:8].